From a dataset of Forward reaction prediction with 1.9M reactions from USPTO patents (1976-2016). Predict the product of the given reaction. (1) Given the reactants [CH3:1][O:2][C:3](=[O:24])[CH2:4][C:5]1[CH:10]=[CH:9][CH:8]=[C:7]([S:11]([CH3:23])(=[N:13][C:14]([C:16]2[CH:17]=[N:18][CH:19]=[C:20](Br)[CH:21]=2)=[O:15])=[O:12])[CH:6]=1.[C:25]([C:27]1[CH:28]=[C:29]([NH:33][C:34]([C:36]2[N:40]([CH3:41])[N:39]=[C:38]([CH3:42])[CH:37]=2)=[O:35])[CH:30]=[CH:31][CH:32]=1)#[CH:26], predict the reaction product. The product is: [CH3:1][O:2][C:3](=[O:24])[CH2:4][C:5]1[CH:10]=[CH:9][CH:8]=[C:7]([S:11]([CH3:23])(=[N:13][C:14]([C:16]2[CH:17]=[N:18][CH:19]=[C:20]([C:26]#[C:25][C:27]3[CH:32]=[CH:31][CH:30]=[C:29]([NH:33][C:34]([C:36]4[N:40]([CH3:41])[N:39]=[C:38]([CH3:42])[CH:37]=4)=[O:35])[CH:28]=3)[CH:21]=2)=[O:15])=[O:12])[CH:6]=1. (2) Given the reactants [S:1]1[CH:5]=[CH:4][N:3]=[C:2]1[NH2:6].[Cl:7][C:8]1[C:17]2[C:12](=[CH:13][C:14]([S:18](OC3C(F)=C(F)C(F)=C(F)C=3F)(=[O:20])=[O:19])=[CH:15][CH:16]=2)[CH:11]=[CH:10][N:9]=1.[Li+].C[Si]([N-][Si](C)(C)C)(C)C, predict the reaction product. The product is: [Cl:7][C:8]1[C:17]2[C:12](=[CH:13][C:14]([S:18]([NH:6][C:2]3[S:1][CH:5]=[CH:4][N:3]=3)(=[O:20])=[O:19])=[CH:15][CH:16]=2)[CH:11]=[CH:10][N:9]=1. (3) Given the reactants [OH:1][B:2]1[C:6]2[C:7](/[CH:11]=[CH:12]/[C:13]([O:15]CC)=[O:14])=[CH:8][CH:9]=[CH:10][C:5]=2[CH2:4][O:3]1.[OH-].[Na+].Cl, predict the reaction product. The product is: [C:13](/[CH:12]=[CH:11]/[C:7]1[C:6]2[B:2]([OH:1])[O:3][CH2:4][C:5]=2[CH:10]=[CH:9][CH:8]=1)([OH:15])=[O:14]. (4) Given the reactants [C:1]([OH:9])(=[O:8])[C:2]1[CH:7]=[CH:6][CH:5]=[N:4][CH:3]=1.S(=O)(=O)(O)O.[C:15](O)(=O)[C:16](C)([CH3:18])[CH3:17].S(OOS([O-])(=O)=O)([O-])(=O)=O.[NH4+].[NH4+], predict the reaction product. The product is: [C:16]([C:5]1[CH:6]=[CH:7][C:2]([C:1]([OH:9])=[O:8])=[CH:3][N:4]=1)([CH3:18])([CH3:17])[CH3:15].